This data is from Catalyst prediction with 721,799 reactions and 888 catalyst types from USPTO. The task is: Predict which catalyst facilitates the given reaction. (1) Reactant: C([C@@H]1C(C2C=CC=CC=2)(C2C=CC=CC=2)OC(=O)N1[C:22](=[O:29])[CH2:23][C@H:24]([CH3:28])[CH2:25][CH:26]=[CH2:27])(C)C.[Li+].[Br-].C1CCN2C(=NCCC2)CC1.C1C[O:46][CH2:45]C1. Product: [CH3:45][O:46][C:22](=[O:29])[CH2:23][C@H:24]([CH3:28])[CH2:25][CH:26]=[CH2:27]. The catalyst class is: 5. (2) Reactant: [NH2:1][CH2:2][CH2:3][CH2:4][N:5]1[C:13]2[N:8]3[C:9](=[N:14][C:15]([CH3:16])=[C:7]3[C:6]1=[O:17])[CH:10]=[CH:11][CH:12]=2.C(N(CC)CC)C.[CH3:25][S:26](O[S:26]([CH3:25])(=[O:28])=[O:27])(=[O:28])=[O:27]. Product: [CH3:16][C:15]1[N:14]=[C:9]2[CH:10]=[CH:11][CH:12]=[C:13]3[N:8]2[C:7]=1[C:6](=[O:17])[N:5]3[CH2:4][CH2:3][CH2:2][NH:1][S:26]([CH3:25])(=[O:28])=[O:27]. The catalyst class is: 2. (3) Reactant: [CH3:1][N:2]1[CH2:6][CH2:5][N:4]([C:7]2[CH:12]=[CH:11][C:10]([C:13]3[S:14][C:15]4[CH2:21][CH2:20][NH:19][CH2:18][CH2:17][C:16]=4[N:22]=3)=[CH:9][CH:8]=2)[C:3]1=[O:23].C(=O)([O-])[O-].[K+].[K+].I[CH2:31][CH3:32]. Product: [CH2:31]([N:19]1[CH2:20][CH2:21][C:15]2[S:14][C:13]([C:10]3[CH:11]=[CH:12][C:7]([N:4]4[CH2:5][CH2:6][N:2]([CH3:1])[C:3]4=[O:23])=[CH:8][CH:9]=3)=[N:22][C:16]=2[CH2:17][CH2:18]1)[CH3:32]. The catalyst class is: 357. (4) Reactant: C(OC(=O)[NH:7][N:8]1[C:12]([C:13]2[CH:18]=[CH:17][CH:16]=[CH:15][CH:14]=2)=[CH:11][CH:10]=[C:9]1[C:19]1[CH:24]=[CH:23][CH:22]=[CH:21][CH:20]=1)(C)(C)C.Cl. Product: [C:13]1([C:12]2[N:8]([NH2:7])[C:9]([C:19]3[CH:20]=[CH:21][CH:22]=[CH:23][CH:24]=3)=[CH:10][CH:11]=2)[CH:18]=[CH:17][CH:16]=[CH:15][CH:14]=1. The catalyst class is: 5. (5) Reactant: [OH-].[K+].[F:3][C:4]([F:24])([F:23])[C:5]1[CH:10]=[C:9]([C:11]([F:14])([F:13])[F:12])[CH:8]=[CH:7][C:6]=1[CH2:15][CH2:16][C:17]#[C:18][Si](C)(C)C.Cl. Product: [CH2:15]([C:6]1[CH:7]=[CH:8][C:9]([C:11]([F:12])([F:14])[F:13])=[CH:10][C:5]=1[C:4]([F:3])([F:23])[F:24])[CH2:16][C:17]#[CH:18]. The catalyst class is: 5. (6) Reactant: [CH3:1][C:2]1[CH:3]=[C:4]([C:9]2[CH:10]=[C:11]([C:21]([O:23]C)=[O:22])[C:12]([C:15]3[CH:16]=[N:17][CH:18]=[CH:19][CH:20]=3)=[N:13][CH:14]=2)[CH:5]=[C:6]([CH3:8])[CH:7]=1.[OH-].[K+].O.[ClH:28]. Product: [CH3:1][C:2]1[CH:3]=[C:4]([C:9]2[CH:10]=[C:11]([C:21]([OH:23])=[O:22])[C:12]([C:15]3[CH:16]=[N:17][CH:18]=[CH:19][CH:20]=3)=[N:13][CH:14]=2)[CH:5]=[C:6]([CH3:8])[CH:7]=1.[ClH:28]. The catalyst class is: 83. (7) Reactant: C([O:3][C:4](=[O:13])[CH:5]=[CH:6][CH:7]1[CH2:12][CH2:11][CH2:10][CH2:9][CH2:8]1)C.[OH-].[Li+].CO. Product: [CH:7]1([CH:6]=[CH:5][C:4]([OH:13])=[O:3])[CH2:12][CH2:11][CH2:10][CH2:9][CH2:8]1. The catalyst class is: 12.